Task: Predict the reaction yield, written as a fraction of the theoretical maximum amount of product (1.0 means a 100% yield; for example, 0.34 means a 34% yield).. Dataset: Reaction yield outcomes from USPTO patents with 853,638 reactions (1) The reactants are [N:1]1([CH2:7][CH2:8][O:9][C:10]2[CH:15]=[CH:14][C:13]([C:16]3[C:24]4[C:19](=[CH:20][CH:21]=[C:22]([C:25]#[N:26])[CH:23]=4)[NH:18][N:17]=3)=[CH:12][CH:11]=2)[CH2:6][CH2:5][O:4][CH2:3][CH2:2]1.[N:27]([Sn](CCCC)(CCCC)CCCC)=[N+:28]=[N-:29]. The catalyst is C1(C)C=CC=CC=1. The product is [NH:27]1[C:25]([C:22]2[CH:23]=[C:24]3[C:19](=[CH:20][CH:21]=2)[NH:18][N:17]=[C:16]3[C:13]2[CH:12]=[CH:11][C:10]([O:9][CH2:8][CH2:7][N:1]3[CH2:6][CH2:5][O:4][CH2:3][CH2:2]3)=[CH:15][CH:14]=2)=[N:26][N:29]=[N:28]1. The yield is 0.0890. (2) The reactants are [O:1]1[CH2:6][CH2:5][CH2:4][CH2:3][CH:2]1[O:7][CH2:8][CH2:9][O:10][CH:11]1[CH2:16][CH2:15][N:14]([C:17]2[CH:22]=[CH:21][C:20]([OH:23])=[CH:19][CH:18]=2)[CH2:13][CH2:12]1.[F:24][C:25]([C:28]1[CH:35]=[CH:34][C:31]([C:32]#[N:33])=[CH:30][C:29]=1F)([F:27])[CH3:26]. No catalyst specified. The product is [F:24][C:25]([C:28]1[CH:35]=[CH:34][C:31]([C:32]#[N:33])=[CH:30][C:29]=1[O:23][C:20]1[CH:19]=[CH:18][C:17]([N:14]2[CH2:15][CH2:16][CH:11]([O:10][CH2:9][CH2:8][O:7][CH:2]3[CH2:3][CH2:4][CH2:5][CH2:6][O:1]3)[CH2:12][CH2:13]2)=[CH:22][CH:21]=1)([F:27])[CH3:26]. The yield is 0.240. (3) The reactants are [H-].[Al+3].[Li+].[H-].[H-].[H-].[CH3:7][CH:8]([CH3:25])[CH2:9][CH2:10][NH:11][C:12]1[S:13][CH:14]=[C:15]([C:17]2[CH:24]=[CH:23][C:20]([C:21]#[N:22])=[CH:19][CH:18]=2)[N:16]=1. The catalyst is C1COCC1. The product is [CH3:7][CH:8]([CH3:25])[CH2:9][CH2:10][NH:11][C:12]1[S:13][CH:14]=[C:15]([C:17]2[CH:18]=[CH:19][C:20]([CH2:21][NH2:22])=[CH:23][CH:24]=2)[N:16]=1. The yield is 0.970. (4) The catalyst is CN(C=O)C.CCOC(C)=O.[Cu]I.CO. The yield is 0.660. The reactants are [C:1]([C:3]1[CH:4]=[CH:5][CH:6]=[C:7]2[C:11]=1[C:10](=[O:12])[NH:9][CH2:8]2)#[CH:2].Cl[C:14]1[C:19]([C:20]([F:23])([F:22])[F:21])=[CH:18][N:17]=[C:16]([NH:24][C:25]2[CH:30]=[CH:29][C:28]([N:31]3[CH2:36][CH2:35][N:34]([C:37]([O:39][C:40]([CH3:43])([CH3:42])[CH3:41])=[O:38])[CH2:33][CH2:32]3)=[CH:27][CH:26]=2)[N:15]=1.C(N(CC)CC)C.C1(P(C2C=CC=CC=2)C2C=CC=CC=2)C=CC=CC=1. The product is [O:12]=[C:10]1[C:11]2[C:7](=[CH:6][CH:5]=[CH:4][C:3]=2[C:1]#[C:2][C:18]2[C:19]([C:20]([F:22])([F:21])[F:23])=[CH:14][N:15]=[C:16]([NH:24][C:25]3[CH:26]=[CH:27][C:28]([N:31]4[CH2:32][CH2:33][N:34]([C:37]([O:39][C:40]([CH3:43])([CH3:42])[CH3:41])=[O:38])[CH2:35][CH2:36]4)=[CH:29][CH:30]=3)[N:17]=2)[CH2:8][NH:9]1. (5) The reactants are [CH3:1][O:2][C:3]1[CH:10]=[CH:9][C:6]([CH2:7][OH:8])=[CH:5][CH:4]=1.C1(P(C2C=CC=CC=2)C2C=CC=CC=2)C=CC=CC=1.[C:30]([Si:34]([CH3:53])([CH3:52])[O:35][C:36]1[CH:41]=[CH:40][C:39]([C:42](O)([C:47]([F:50])([F:49])[F:48])[C:43]([F:46])([F:45])[F:44])=[CH:38][CH:37]=1)([CH3:33])([CH3:32])[CH3:31].CC(OC(/N=N/C(OC(C)C)=O)=O)C.[NH4+].[Cl-]. The catalyst is C1COCC1. The product is [C:30]([Si:34]([CH3:53])([CH3:52])[O:35][C:36]1[CH:37]=[CH:38][C:39]([C:42]([O:8][CH2:7][C:6]2[CH:9]=[CH:10][C:3]([O:2][CH3:1])=[CH:4][CH:5]=2)([C:47]([F:50])([F:48])[F:49])[C:43]([F:46])([F:44])[F:45])=[CH:40][CH:41]=1)([CH3:32])([CH3:31])[CH3:33]. The yield is 0.740. (6) The catalyst is O1CCOCC1. The yield is 0.388. The reactants are [F:1][C:2]1[CH:11]=[C:10]([C:12]2[C:13]([CH3:49])([CH3:48])[C@H:14]3[C@:27]([CH3:30])([CH2:28][CH:29]=2)[C@@H:26]2[C@:17]([CH3:47])([C@@:18]4([CH3:46])[C@H:23]([CH2:24][CH2:25]2)[C@H:22]2[C@H:31]([C:34]([CH3:36])=[CH2:35])[CH2:32][CH2:33][C@:21]2([NH:37][CH2:38][CH2:39][N:40]2[CH2:45][CH2:44][O:43][CH2:42][CH2:41]2)[CH2:20][CH2:19]4)[CH2:16][CH2:15]3)[CH:9]=[CH:8][C:3]=1[C:4]([O:6]C)=[O:5].[OH-].[Na+]. The product is [F:1][C:2]1[CH:11]=[C:10]([C:12]2[C:13]([CH3:49])([CH3:48])[C@H:14]3[C@:27]([CH3:30])([CH2:28][CH:29]=2)[C@@H:26]2[C@:17]([CH3:47])([C@@:18]4([CH3:46])[C@H:23]([CH2:24][CH2:25]2)[C@H:22]2[C@H:31]([C:34]([CH3:36])=[CH2:35])[CH2:32][CH2:33][C@:21]2([NH:37][CH2:38][CH2:39][N:40]2[CH2:45][CH2:44][O:43][CH2:42][CH2:41]2)[CH2:20][CH2:19]4)[CH2:16][CH2:15]3)[CH:9]=[CH:8][C:3]=1[C:4]([OH:6])=[O:5]. (7) The reactants are Br[C:2]1[CH:7]=[CH:6][C:5]([C:8]2([O:11][CH:12]([CH3:14])[CH3:13])[CH2:10][CH2:9]2)=[CH:4][CH:3]=1.[CH3:15][Si:16]([C:19]#[CH:20])([CH3:18])[CH3:17]. The catalyst is C(N(CC)CC)C.[Cu]I.Cl[Pd](Cl)([P](C1C=CC=CC=1)(C1C=CC=CC=1)C1C=CC=CC=1)[P](C1C=CC=CC=1)(C1C=CC=CC=1)C1C=CC=CC=1. The product is [CH:12]([O:11][C:8]1([C:5]2[CH:6]=[CH:7][C:2]([C:20]#[C:19][Si:16]([CH3:18])([CH3:17])[CH3:15])=[CH:3][CH:4]=2)[CH2:10][CH2:9]1)([CH3:14])[CH3:13]. The yield is 0.980. (8) The reactants are [CH2:1]([NH:8][CH2:9][C:10]1[C:11]([NH:18][CH:19]2[CH2:23][CH2:22][CH2:21][CH2:20]2)=[N:12][C:13]([S:16][CH3:17])=[N:14][CH:15]=1)[C:2]1[CH:7]=[CH:6][CH:5]=[CH:4][CH:3]=1.C(N(CC)CC)C.Cl[C:32](Cl)([O:34]C(=O)OC(Cl)(Cl)Cl)Cl. The catalyst is ClCCl. The product is [CH2:1]([N:8]1[CH2:9][C:10]2[C:11](=[N:12][C:13]([S:16][CH3:17])=[N:14][CH:15]=2)[N:18]([CH:19]2[CH2:23][CH2:22][CH2:21][CH2:20]2)[C:32]1=[O:34])[C:2]1[CH:3]=[CH:4][CH:5]=[CH:6][CH:7]=1. The yield is 0.834.